Dataset: Forward reaction prediction with 1.9M reactions from USPTO patents (1976-2016). Task: Predict the product of the given reaction. (1) Given the reactants [C:1]([N:4]1[CH2:9][CH2:8][C:7](=[N:10][OH:11])[CH2:6][CH2:5]1)(=[O:3])[CH3:2].[C:12]([O-:15])(=[O:14])[CH3:13].[C:12]([O-:15])(=[O:14])[CH3:13].[C:12]([O-:15])(=[O:14])[CH3:13].[C:12]([O-:15])(=[O:14])[CH3:13].[Pb+4], predict the reaction product. The product is: [C:12]([O:15][C:7]1([N:10]=[O:11])[CH2:6][CH2:5][N:4]([C:1](=[O:3])[CH3:2])[CH2:9][CH2:8]1)(=[O:14])[CH3:13]. (2) Given the reactants C[O:2][C:3]1[CH:21]=[CH:20][C:6]([O:7][C:8]2[CH:13]=[CH:12][C:11]([C:14]3[CH:19]=[CH:18][CH:17]=[CH:16][CH:15]=3)=[CH:10][CH:9]=2)=[CH:5][CH:4]=1.B(Br)(Br)Br.O.ClCCl, predict the reaction product. The product is: [C:11]1([C:14]2[CH:19]=[CH:18][CH:17]=[CH:16][CH:15]=2)[CH:12]=[CH:13][C:8]([O:7][C:6]2[CH:20]=[CH:21][C:3]([OH:2])=[CH:4][CH:5]=2)=[CH:9][CH:10]=1. (3) Given the reactants [C:1]([O:5][C:6]([N:8]1[CH2:13][CH2:12][C:11]2NC=C[C:10]=2[C:9]1=[O:17])=[O:7])([CH3:4])([CH3:3])[CH3:2].[CH2:18]([O:20][CH:21]([O:24][CH2:25][CH3:26])[CH2:22][NH2:23])[CH3:19], predict the reaction product. The product is: [C:1]([O:5][C:6]([N:8]1[C:9](=[O:17])[CH:10]=[C:11]([NH:23][CH2:22][CH:21]([O:24][CH2:25][CH3:26])[O:20][CH2:18][CH3:19])[CH2:12][CH2:13]1)=[O:7])([CH3:4])([CH3:2])[CH3:3]. (4) The product is: [CH3:53][N:48]1[C:49]2[C:44](=[C:43]([NH:42][C:14]3[C:19]([C:20]([F:21])([F:23])[F:22])=[CH:18][N:17]=[C:16]([NH:24][C:25]4[CH:39]=[CH:38][C:28]([CH2:29][P:30](=[O:37])([O:31][CH2:32][CH3:33])[O:34][CH2:35][CH3:36])=[CH:27][C:26]=4[O:40][CH3:41])[N:15]=3)[CH:52]=[CH:51][CH:50]=2)[C:45](=[O:55])[C:46]([CH3:54])=[CH:47]1. Given the reactants NC1C=CC(F)=CC=1C(NC)=O.Cl[C:14]1[C:19]([C:20]([F:23])([F:22])[F:21])=[CH:18][N:17]=[C:16]([NH:24][C:25]2[CH:39]=[CH:38][C:28]([CH2:29][P:30](=[O:37])([O:34][CH2:35][CH3:36])[O:31][CH2:32][CH3:33])=[CH:27][C:26]=2[O:40][CH3:41])[N:15]=1.[NH2:42][C:43]1[CH:52]=[CH:51][CH:50]=[C:49]2[C:44]=1[C:45](=[O:55])[C:46]([CH3:54])=[CH:47][N:48]2[CH3:53], predict the reaction product.